Predict the reaction yield, written as a fraction of the theoretical maximum amount of product (1.0 means a 100% yield; for example, 0.34 means a 34% yield). From a dataset of Reaction yield outcomes from USPTO patents with 853,638 reactions. (1) The yield is 0.415. The product is [C:1]([O:5][C:6](=[O:13])[NH:7][CH2:8][C:9]1[O:10][CH:14]=[N:12][N:11]=1)([CH3:4])([CH3:2])[CH3:3]. The catalyst is C(OCC)(OCC)OCC. The reactants are [C:1]([O:5][C:6](=[O:13])[NH:7][CH2:8][C:9]([NH:11][NH2:12])=[O:10])([CH3:4])([CH3:3])[CH3:2].[CH3:14]C1C=CC(S(O)(=O)=O)=CC=1. (2) The reactants are [CH3:1][O:2][C:3]1[CH:4]=[C:5]2[C:10](=[CH:11][C:12]=1[O:13][CH3:14])[N:9]=[CH:8][CH:7]=[C:6]2[O:15][C:16]1[C:22]([CH3:23])=[CH:21][C:19]([NH2:20])=[C:18]([CH3:24])[CH:17]=1.C(N(CC)CC)C.[C:32](Cl)(Cl)=[S:33].[C:36]([NH:39][CH2:40][CH2:41][NH2:42])(=[O:38])[CH3:37]. The catalyst is CN(C)C=O.C(OCC)(=O)C. The product is [CH3:1][O:2][C:3]1[CH:4]=[C:5]2[C:10](=[CH:11][C:12]=1[O:13][CH3:14])[N:9]=[CH:8][CH:7]=[C:6]2[O:15][C:16]1[C:22]([CH3:23])=[CH:21][C:19]([NH:20][C:32]([NH:42][CH2:41][CH2:40][NH:39][C:36](=[O:38])[CH3:37])=[S:33])=[C:18]([CH3:24])[CH:17]=1. The yield is 0.0800.